From a dataset of Full USPTO retrosynthesis dataset with 1.9M reactions from patents (1976-2016). Predict the reactants needed to synthesize the given product. (1) Given the product [CH3:24][O:25][C:26]1[CH:31]=[CH:30][C:29]([C@@:15]2([CH3:16])[O:17][C@@:4]([C:1](=[O:3])[CH3:2])([OH:5])[C@:6]([C:21](=[O:23])[CH3:22])([OH:7])[C@:8]([C:18](=[O:20])[CH3:19])([OH:9])[C@@:10]2([C:12](=[O:13])[CH3:14])[OH:11])=[CH:28][CH:27]=1, predict the reactants needed to synthesize it. The reactants are: [C:1]([C:4]([C@@:6]([C:21](=[O:23])[CH3:22])([C@@:8]([C:18](=[O:20])[CH3:19])([C@:10]([C:15](=[O:17])[CH3:16])([C@H:12]([CH3:14])[OH:13])[OH:11])[OH:9])[OH:7])=[O:5])(=[O:3])[CH3:2].[CH3:24][O:25][C:26]1[CH:31]=[CH:30][C:29](O)=[CH:28][CH:27]=1. (2) The reactants are: [CH3:1][N:2]1[C:10]2[C:5](=[N:6][C:7]([NH2:11])=[CH:8][CH:9]=2)[CH:4]=[CH:3]1.Br[CH2:13][C:14]1[CH:24]=[CH:23][C:22]([O:25][CH3:26])=[CH:21][C:15]=1[C:16](OCC)=[O:17].C(N(CC)C(C)C)(C)C.O[Li].O. Given the product [CH3:26][O:25][C:22]1[CH:21]=[C:15]2[C:14]([CH2:13][N:11]([C:7]3[N:6]=[C:5]4[CH:4]=[CH:3][N:2]([CH3:1])[C:10]4=[CH:9][CH:8]=3)[C:16]2=[O:17])=[CH:24][CH:23]=1, predict the reactants needed to synthesize it. (3) The reactants are: C[O:2][C:3](=O)[CH2:4][CH2:5][CH2:6][CH2:7][CH2:8][CH2:9][CH2:10][NH:11][C:12]([NH:14][C:15](=[O:22])[C:16]1[CH:21]=[CH:20][CH:19]=[CH:18][CH:17]=1)=[O:13].[NH2:24][OH:25].Cl.C[O-].[Na+].FC(F)(F)C(O)=O. Given the product [OH:25][NH:24][C:3](=[O:2])[CH2:4][CH2:5][CH2:6][CH2:7][CH2:8][CH2:9][CH2:10][NH:11][C:12]([NH:14][C:15](=[O:22])[C:16]1[CH:21]=[CH:20][CH:19]=[CH:18][CH:17]=1)=[O:13], predict the reactants needed to synthesize it. (4) Given the product [Cl:1][C:2]1[CH:3]=[CH:4][C:5]([C:28]([F:29])([F:31])[F:30])=[C:6]([CH:27]=1)[CH2:7][N:8]1[CH2:13][CH2:12][NH:11][C:10]2[N:14]=[CH:15][C:16]([C:18]3[CH:19]=[C:20]([C:21]([N:43]4[CH2:44][CH2:45][N:40]([C:35]5[CH:36]=[CH:37][CH:38]=[CH:39][C:34]=5[C:33]([F:46])([F:32])[F:47])[CH2:41][CH2:42]4)=[O:22])[CH:24]=[CH:25][CH:26]=3)=[CH:17][C:9]1=2, predict the reactants needed to synthesize it. The reactants are: [Cl:1][C:2]1[CH:3]=[CH:4][C:5]([C:28]([F:31])([F:30])[F:29])=[C:6]([CH:27]=1)[CH2:7][N:8]1[CH2:13][CH2:12][NH:11][C:10]2[N:14]=[CH:15][C:16]([C:18]3[CH:19]=[C:20]([CH:24]=[CH:25][CH:26]=3)[C:21](O)=[O:22])=[CH:17][C:9]1=2.[F:32][C:33]([F:47])([F:46])[C:34]1[CH:39]=[CH:38][CH:37]=[CH:36][C:35]=1[N:40]1[CH2:45][CH2:44][NH:43][CH2:42][CH2:41]1.